Dataset: Forward reaction prediction with 1.9M reactions from USPTO patents (1976-2016). Task: Predict the product of the given reaction. (1) Given the reactants [CH2:1]([O:3][C:4]1[S:5][CH:6]=[CH:7][CH:8]=1)[CH3:2].C([Li])CCC.CN(C)[CH:16]=[O:17].Cl, predict the reaction product. The product is: [CH2:1]([O:3][C:4]1[S:5][C:6]([CH:16]=[O:17])=[CH:7][CH:8]=1)[CH3:2]. (2) Given the reactants [S:1]1[CH:5]=[CH:4][C:3]([C:6](=[O:9])[CH:7]=[CH2:8])=[CH:2]1.[Cl:10]CCl, predict the reaction product. The product is: [Cl:10][CH2:8][CH2:7][C:6]([C:3]1[CH:4]=[CH:5][S:1][CH:2]=1)=[O:9]. (3) Given the reactants [CH3:1][O:2][C:3]1[CH:4]=[C:5]([C:12]2[NH:16][C:15]([CH3:17])=[N:14][N:13]=2)[CH:6]=[CH:7][C:8]=1[N+:9]([O-])=O, predict the reaction product. The product is: [CH3:1][O:2][C:3]1[CH:4]=[C:5]([C:12]2[NH:16][C:15]([CH3:17])=[N:14][N:13]=2)[CH:6]=[CH:7][C:8]=1[NH2:9].